Dataset: Reaction yield outcomes from USPTO patents with 853,638 reactions. Task: Predict the reaction yield, written as a fraction of the theoretical maximum amount of product (1.0 means a 100% yield; for example, 0.34 means a 34% yield). (1) The reactants are [Cl:1][C:2]1[CH:22]=[CH:21][C:5]2[NH:6][C:7]([CH2:9][NH:10][C:11]3[CH:15]=[CH:14][NH:13][C:12]=3[C:16]([O:18]CC)=O)=[N:8][C:4]=2[CH:3]=1.CN(C=O)C.C([N:36]=[C:37]=[S:38])(=O)C1C=CC=CC=1. The catalyst is C(Cl)Cl. The product is [Cl:1][C:2]1[CH:22]=[CH:21][C:5]2[NH:6][C:7]([CH2:9][N:10]3[C:11]4[CH:15]=[CH:14][NH:13][C:12]=4[C:16](=[O:18])[NH:36][C:37]3=[S:38])=[N:8][C:4]=2[CH:3]=1. The yield is 0.430. (2) The reactants are Cl.[NH2:2][C:3]1[C:4]2[CH:16]=[C:15]([CH3:17])[S:14][C:5]=2[NH:6][C:7]2[CH:13]=[CH:12][CH:11]=[CH:10][C:8]=2[N:9]=1.CS(C)=O.C1(C)C=CC=CC=1.[NH:29]1[CH2:34][CH2:33]N[CH2:31][CH2:30]1. The catalyst is O. The product is [CH3:17][C:15]1[S:14][C:5]2[NH:6][C:7]3[CH:13]=[CH:12][CH:11]=[CH:10][C:8]=3[N:9]=[C:3]([N:2]3[CH2:33][CH2:34][NH:29][CH2:30][CH2:31]3)[C:4]=2[CH:16]=1. The yield is 0.690.